Dataset: Catalyst prediction with 721,799 reactions and 888 catalyst types from USPTO. Task: Predict which catalyst facilitates the given reaction. (1) Reactant: [CH2:1]([O:8][C:9]1[CH:10]=[CH:11][C:12]([N:15]2[CH2:20][CH2:19][CH:18]([NH:21][C:22](=O)[O:23]C(C)(C)C)[CH2:17][CH2:16]2)=[N:13][CH:14]=1)[C:2]1[CH:7]=[CH:6][CH:5]=[CH:4][CH:3]=1.Cl.[F:30][C:31]1[CH:36]=[CH:35][CH:34]=[CH:33][C:32]=1[CH2:37][CH2:38]C(O)=O.CCN=C=NCCCN(C)C.C1C=CC2N(O)N=NC=2C=1.C(N(CC)CC)C. Product: [CH2:1]([O:8][C:9]1[CH:10]=[CH:11][C:12]([N:15]2[CH2:20][CH2:19][CH:18]([NH:21][C:22](=[O:23])[CH2:38][CH2:37][C:32]3[CH:33]=[CH:34][CH:35]=[CH:36][C:31]=3[F:30])[CH2:17][CH2:16]2)=[N:13][CH:14]=1)[C:2]1[CH:3]=[CH:4][CH:5]=[CH:6][CH:7]=1. The catalyst class is: 13. (2) Reactant: [O:1]=[C:2]1[C:7]([CH2:8][C:9]2[CH:14]=[CH:13][C:12]([C:15]3[C:16]([C:21]#[N:22])=[CH:17][CH:18]=[CH:19][CH:20]=3)=[CH:11][CH:10]=2)=[C:6]([CH2:23][CH2:24][CH3:25])[N:5]2[N:26]=[CH:27][CH:28]=[C:4]2[N:3]1[C@H:29]1[CH2:34][CH2:33][C@H:32]([O:35][CH2:36][C:37](=[O:39])[CH3:38])[CH2:31][CH2:30]1.[CH:40]1([Mg]Br)[CH2:42][CH2:41]1.C(OCC)(=O)C. The catalyst class is: 7. Product: [CH:40]1([C:37]([OH:39])([CH3:38])[CH2:36][O:35][C@H:32]2[CH2:31][CH2:30][C@H:29]([N:3]3[C:2](=[O:1])[C:7]([CH2:8][C:9]4[CH:14]=[CH:13][C:12]([C:15]5[C:16]([C:21]#[N:22])=[CH:17][CH:18]=[CH:19][CH:20]=5)=[CH:11][CH:10]=4)=[C:6]([CH2:23][CH2:24][CH3:25])[N:5]4[N:26]=[CH:27][CH:28]=[C:4]34)[CH2:34][CH2:33]2)[CH2:42][CH2:41]1. (3) Reactant: [CH3:1][CH:2]([C:4]1[S:8][CH:7]=[C:6]([CH2:9][N:10]([C:12]([NH:14][C@H:15]([C:24]([NH:26][C@@H:27]([CH2:48][C:49]2[CH:50]=[CH:51][CH:52]=[CH:53][CH:54]=2)[CH2:28][CH2:29][C@@H:30]([NH:38][C:39]([O:41][CH2:42][C:43]2[S:47][CH:46]=[N:45][CH:44]=2)=[O:40])[CH2:31][C:32]2[CH:33]=[CH:34][CH:35]=[CH:36][CH:37]=2)=[O:25])[CH2:16][CH2:17][N:18]2[CH2:23][CH2:22][O:21][CH2:20][CH2:19]2)=[O:13])[CH3:11])[N:5]=1)[CH3:3].[C:55]([OH:64])(=[O:63])[C:56]1[C:57](=[CH:59][CH:60]=[CH:61][CH:62]=1)[OH:58]. Product: [CH3:3][CH:2]([C:4]1[S:8][CH:7]=[C:6]([CH2:9][N:10]([C:12]([NH:14][C@H:15]([C:24]([NH:26][C@@H:27]([CH2:48][C:49]2[CH:54]=[CH:53][CH:52]=[CH:51][CH:50]=2)[CH2:28][CH2:29][C@@H:30]([NH:38][C:39]([O:41][CH2:42][C:43]2[S:47][CH:46]=[N:45][CH:44]=2)=[O:40])[CH2:31][C:32]2[CH:33]=[CH:34][CH:35]=[CH:36][CH:37]=2)=[O:25])[CH2:16][CH2:17][N:18]2[CH2:23][CH2:22][O:21][CH2:20][CH2:19]2)=[O:13])[CH3:11])[N:5]=1)[CH3:1].[C:55]([O-:64])(=[O:63])[C:56]1[C:57](=[CH:59][CH:60]=[CH:61][CH:62]=1)[OH:58]. The catalyst class is: 41.